This data is from Full USPTO retrosynthesis dataset with 1.9M reactions from patents (1976-2016). The task is: Predict the reactants needed to synthesize the given product. The reactants are: [CH2:1]([O:3][C:4]1[CH:9]=[C:8]([C:10](OCC)=[O:11])[CH:7]=[C:6]([O:15][CH2:16][CH3:17])[C:5]=1[C:18]1[CH:23]=[CH:22][C:21]([F:24])=[CH:20][CH:19]=1)[CH3:2].[H-].[Al+3].[Li+].[H-].[H-].[H-].O.[OH-].[Na+]. Given the product [CH2:1]([O:3][C:4]1[CH:9]=[C:8]([CH:10]=[O:11])[CH:7]=[C:6]([O:15][CH2:16][CH3:17])[C:5]=1[C:18]1[CH:19]=[CH:20][C:21]([F:24])=[CH:22][CH:23]=1)[CH3:2], predict the reactants needed to synthesize it.